The task is: Predict which catalyst facilitates the given reaction.. This data is from Catalyst prediction with 721,799 reactions and 888 catalyst types from USPTO. (1) Reactant: Br.[S:2]1[CH:6]=[CH:5][C:4]2[CH:7]=[C:8]([C:11]3[N:12]4[CH2:19][CH2:18][N:17]=[C:13]4[S:14][C:15]=3Br)[CH:9]=[CH:10][C:3]1=2.C([Mg]Cl)C.CN(C)[CH:26]=[O:27]. Product: [S:2]1[CH:6]=[CH:5][C:4]2[CH:7]=[C:8]([C:11]3[N:12]4[CH2:19][CH2:18][N:17]=[C:13]4[S:14][C:15]=3[CH:26]=[O:27])[CH:9]=[CH:10][C:3]1=2. The catalyst class is: 7. (2) Reactant: [Cl:1][C:2]1[CH:7]=[C:6]([O:8][C:9]2[CH:14]=[CH:13][C:12]([N:15]=[C:16]=[O:17])=[CH:11][CH:10]=2)[N:5]=[CH:4][N:3]=1.[N:18]1([CH2:22][C:23]2[CH:29]=[CH:28][C:26]([NH2:27])=[CH:25][C:24]=2[C:30]([F:33])([F:32])[F:31])[CH2:21][CH2:20][CH2:19]1. Product: [Cl:1][C:2]1[N:3]=[CH:4][N:5]=[C:6]([O:8][C:9]2[CH:10]=[CH:11][C:12]([NH:15][C:16]([NH:27][C:26]3[CH:28]=[CH:29][C:23]([CH2:22][N:18]4[CH2:19][CH2:20][CH2:21]4)=[C:24]([C:30]([F:33])([F:31])[F:32])[CH:25]=3)=[O:17])=[CH:13][CH:14]=2)[CH:7]=1. The catalyst class is: 116. (3) Reactant: C([O:5][C:6]([C:8]1[CH:13]=[CH:12][C:11]([C:14]2[CH:15]=[CH:16][CH:17]=[C:18]3[C:22]=2[NH:21][C:20]([C:23]([O:25][CH2:26][CH3:27])=[O:24])=[C:19]3[CH2:28][CH2:29][CH2:30][O:31][C:32]2[C:41]3[C:36](=[CH:37][CH:38]=[CH:39][CH:40]=3)[CH:35]=[CH:34][CH:33]=2)=[C:10]([CH3:42])[CH:9]=1)=[O:7])(C)(C)C. Product: [CH2:26]([O:25][C:23]([C:20]1[NH:21][C:22]2[C:18]([C:19]=1[CH2:28][CH2:29][CH2:30][O:31][C:32]1[C:41]3[C:36](=[CH:37][CH:38]=[CH:39][CH:40]=3)[CH:35]=[CH:34][CH:33]=1)=[CH:17][CH:16]=[CH:15][C:14]=2[C:11]1[CH:12]=[CH:13][C:8]([C:6]([OH:7])=[O:5])=[CH:9][C:10]=1[CH3:42])=[O:24])[CH3:27]. The catalyst class is: 620. (4) Reactant: [CH3:1][N:2]1[C:6]([C:7]2[CH:12]=[CH:11][C:10]([OH:13])=[CH:9][CH:8]=2)=[CH:5][CH:4]=[N:3]1.FC(F)(F)S(O[CH2:20][C:21]([F:24])([F:23])[F:22])(=O)=O.C(=O)([O-])[O-].[K+].[K+].C(#N)C. Product: [CH3:1][N:2]1[C:6]([C:7]2[CH:12]=[CH:11][C:10]([O:13][CH2:20][C:21]([F:24])([F:23])[F:22])=[CH:9][CH:8]=2)=[CH:5][CH:4]=[N:3]1. The catalyst class is: 22. (5) Reactant: [CH:1]1[C:10]2[CH2:9][CH2:8][CH2:7][CH2:6][C:5]=2[CH:4]=[CH:3][C:2]=1[C:11](=[O:14])[CH2:12][CH3:13].[CH2:15]1N2CN3CN(C2)CN1C3.C(OC(=O)C)(=O)C.[OH-].[Na+].S(=O)(=O)(O)O.C1CC(=O)C=C2C=1C=CC=C2. Product: [CH3:13][CH:12]1[C:11](=[O:14])[C:2]2=[CH:1][C:10]3[CH2:9][CH2:8][CH2:7][CH2:6][C:5]=3[CH:4]=[C:3]2[CH2:15]1. The catalyst class is: 69. (6) Reactant: CC1C=CC=CC=1N1CCN(C(OC(C)(C)C)=O)CC1=O.CS(O[CH2:27][CH2:28][N:29]([CH2:37][C:38]([NH:40][C:41]1[CH:46]=[C:45]([Br:47])[CH:44]=[CH:43][C:42]=1[CH3:48])=[O:39])[C:30]([O:32][C:33]([CH3:36])([CH3:35])[CH3:34])=[O:31])(=O)=O.[H-].[Na+].CO. Product: [Br:47][C:45]1[CH:44]=[CH:43][C:42]([CH3:48])=[C:41]([N:40]2[CH2:27][CH2:28][N:29]([C:30]([O:32][C:33]([CH3:36])([CH3:35])[CH3:34])=[O:31])[CH2:37][C:38]2=[O:39])[CH:46]=1. The catalyst class is: 9. (7) Reactant: [C:1]([O:5][C:6]([NH:8][CH2:9][CH2:10][CH:11]1[CH2:16][CH2:15][CH2:14][NH:13][CH2:12]1)=[O:7])([CH3:4])([CH3:3])[CH3:2].C[Si]([N:21]=[C:22]=[O:23])(C)C. Product: [C:1]([O:5][C:6]([NH:8][CH2:9][CH2:10][CH:11]1[CH2:16][CH2:15][CH2:14][N:13]([C:22]([NH2:21])=[O:23])[CH2:12]1)=[O:7])([CH3:4])([CH3:2])[CH3:3]. The catalyst class is: 4. (8) Reactant: N1([OH:6])CCCC1.[CH2:7]([N:9](CC)[CH2:10][CH3:11])[CH3:8].[C:22](O[C:22]([O:24][C:25]([CH3:28])([CH3:27])[CH3:26])=[O:23])([O:24][C:25]([CH3:28])([CH3:27])[CH3:26])=[O:23]. Product: [OH:6][CH:8]1[CH2:11][CH2:10][N:9]([C:22]([O:24][C:25]([CH3:26])([CH3:27])[CH3:28])=[O:23])[CH2:7]1. The catalyst class is: 5. (9) Reactant: [CH3:1][O:2][C:3]1[CH:8]=[CH:7][C:6]([CH2:9][CH2:10][NH:11][C:12]2[CH:17]=[C:16]([C:18]3[CH:45]=[CH:44][C:21]4[N:22](C(C5C=CC=CC=5)(C5C=CC=CC=5)C5C=CC=CC=5)[CH:23]=[N:24][C:20]=4[CH:19]=3)[N:15]=[C:14]([O:46][CH3:47])[N:13]=2)=[CH:5][CH:4]=1.FC(F)(F)C(O)=O.O.CO. Product: [NH:22]1[C:21]2[CH:44]=[CH:45][C:18]([C:16]3[N:15]=[C:14]([O:46][CH3:47])[N:13]=[C:12]([NH:11][CH2:10][CH2:9][C:6]4[CH:5]=[CH:4][C:3]([O:2][CH3:1])=[CH:8][CH:7]=4)[CH:17]=3)=[CH:19][C:20]=2[N:24]=[CH:23]1. The catalyst class is: 2. (10) Reactant: [F:1][C:2]1[CH:7]=[C:6]([N:8]2[CH:12]=[C:11]([CH3:13])[N:10]=[CH:9]2)[C:5]([O:14][CH3:15])=[CH:4][C:3]=1/[CH:16]=[CH:17]/[C:18]([NH:20][NH:21][C:22](=[O:37])[CH:23]([C:28]1[CH:33]=[C:32]([F:34])[C:31]([F:35])=[C:30]([F:36])[CH:29]=1)[CH2:24][CH2:25][CH2:26][Cl:27])=O. Product: [Cl:27][CH2:26][CH2:25][CH2:24][CH:23]([C:22]1[O:37][C:18](/[CH:17]=[CH:16]/[C:3]2[CH:4]=[C:5]([O:14][CH3:15])[C:6]([N:8]3[CH:12]=[C:11]([CH3:13])[N:10]=[CH:9]3)=[CH:7][C:2]=2[F:1])=[N:20][N:21]=1)[C:28]1[CH:33]=[C:32]([F:34])[C:31]([F:35])=[C:30]([F:36])[CH:29]=1. The catalyst class is: 286.